From a dataset of Full USPTO retrosynthesis dataset with 1.9M reactions from patents (1976-2016). Predict the reactants needed to synthesize the given product. (1) Given the product [F:1][C:2]([F:7])([F:6])[C:3]([OH:5])=[O:4].[F:8][C:9]([F:14])([F:13])[C:10]([OH:12])=[O:11].[F:1][C:2]([F:7])([F:6])[C:3]([OH:5])=[O:4].[CH3:15][C:16]1[CH:25]=[C:24]([CH2:26][O:27][C:28]2[CH:29]=[CH:30][C:31]([C:34]3([N:43]4[CH2:48][CH2:47][NH:46][CH2:45][CH2:44]4)[C:39](=[O:40])[NH:38][C:37](=[O:41])[NH:36][C:35]3=[O:42])=[CH:32][CH:33]=2)[C:23]2[C:18](=[CH:19][CH:20]=[CH:21][CH:22]=2)[N:17]=1, predict the reactants needed to synthesize it. The reactants are: [F:1][C:2]([F:7])([F:6])[C:3]([OH:5])=[O:4].[F:8][C:9]([F:14])([F:13])[C:10]([OH:12])=[O:11].[CH3:15][C:16]1[CH:25]=[C:24]([CH2:26][O:27][C:28]2[CH:33]=[CH:32][C:31]([C:34]3([N:43]4[CH2:48][CH2:47][N:46](C(OC(C)(C)C)=O)[CH2:45][CH2:44]4)[C:39](=[O:40])[NH:38][C:37](=[O:41])[NH:36][C:35]3=[O:42])=[CH:30][CH:29]=2)[C:23]2[C:18](=[CH:19][CH:20]=[CH:21][CH:22]=2)[N:17]=1. (2) Given the product [C:28]([C@H:24]1[CH2:25][CH2:26][CH2:27][N:23]1[C:21](=[O:22])/[C:20](/[CH3:38])=[CH:19]/[CH:18]=[C:17](\[CH3:39])/[C:16]([N:12]1[CH2:13][CH2:14][CH2:15][C@@H:11]1[C:9]([OH:10])=[O:8])=[O:40])([OH:30])=[O:29], predict the reactants needed to synthesize it. The reactants are: C([O:8][C:9]([C@H:11]1[CH2:15][CH2:14][CH2:13][N:12]1[C:16](=[O:40])/[C:17](/[CH3:39])=[CH:18]/[CH:19]=[C:20](\[CH3:38])/[C:21]([N:23]1[CH2:27][CH2:26][CH2:25][C@@H:24]1[C:28]([O:30]CC1C=CC=CC=1)=[O:29])=[O:22])=[O:10])C1C=CC=CC=1. (3) Given the product [CH3:1][O:2][C@H:3]1[CH2:8][CH2:7][C@H:6]2[C@H:9]3[C@H:19]([CH2:20][CH2:21][C@:4]12[CH3:5])[C@:17]1([CH3:18])[CH:12]([CH2:13][C@H:14]([OH:22])[C@@H:15]([N:24]2[CH2:29][CH2:28][NH:27][CH2:26][CH2:25]2)[CH2:16]1)[CH2:11][CH2:10]3, predict the reactants needed to synthesize it. The reactants are: [CH3:1][O:2][C@H:3]1[CH2:8][CH2:7][C@H:6]2[C@H:9]3[C@H:19]([CH2:20][CH2:21][C@:4]12[CH3:5])[C@:17]1([CH3:18])[CH:12]([CH2:13][C@@H:14]2[O:22][C@@H:15]2[CH2:16]1)[CH2:11][CH2:10]3.O.[NH:24]1[CH2:29][CH2:28][NH:27][CH2:26][CH2:25]1. (4) Given the product [CH2:1]([O:8][C:9]([N:11]1[CH2:15][C@H:14]([O:16][CH2:17][C:18]2[CH:23]=[CH:22][C:21]([O:24][CH3:25])=[CH:20][CH:19]=2)[CH2:13][C@H:12]1[CH2:26][OH:27])=[O:10])[C:2]1[CH:7]=[CH:6][CH:5]=[CH:4][CH:3]=1, predict the reactants needed to synthesize it. The reactants are: [CH2:1]([O:8][C:9]([N:11]1[CH2:15][C@H:14]([O:16][CH2:17][C:18]2[CH:23]=[CH:22][C:21]([O:24][CH3:25])=[CH:20][CH:19]=2)[CH2:13][C@H:12]1[C:26](O)=[O:27])=[O:10])[C:2]1[CH:7]=[CH:6][CH:5]=[CH:4][CH:3]=1.N. (5) Given the product [NH2:17][C:18]1[CH:26]=[C:25]([C:5]2[CH:6]=[CH:7][C:2]([Cl:1])=[CH:3][CH:4]=2)[CH:24]=[CH:23][C:19]=1[C:20]([OH:22])=[O:21], predict the reactants needed to synthesize it. The reactants are: [Cl:1][C:2]1[CH:7]=[CH:6][C:5](B(O)O)=[CH:4][CH:3]=1.C(=O)([O-])[O-].[K+].[K+].[NH2:17][C:18]1[CH:26]=[C:25](Br)[CH:24]=[CH:23][C:19]=1[C:20]([OH:22])=[O:21].O. (6) The reactants are: [O:1]1[CH2:6][CH2:5][CH:4]([OH:7])[CH2:3][CH2:2]1.[CH3:8][S:9](Cl)(=[O:11])=[O:10].C(N(CC)CC)C. Given the product [CH3:8][S:9]([O:7][CH:4]1[CH2:5][CH2:6][O:1][CH2:2][CH2:3]1)(=[O:11])=[O:10], predict the reactants needed to synthesize it. (7) Given the product [F:13][C:3]1[C:2]([S:23][CH2:22][C:19]2[CH:20]=[CH:21][C:16]([O:15][CH3:14])=[CH:17][CH:18]=2)=[CH:12][CH:11]=[CH:10][C:4]=1[C:5]([O:7][CH2:8][CH3:9])=[O:6], predict the reactants needed to synthesize it. The reactants are: Br[C:2]1[C:3]([F:13])=[C:4]([CH:10]=[CH:11][CH:12]=1)[C:5]([O:7][CH2:8][CH3:9])=[O:6].[CH3:14][O:15][C:16]1[CH:21]=[CH:20][C:19]([CH2:22][SH:23])=[CH:18][CH:17]=1.C(N(C(C)C)CC)(C)C.